Predict which catalyst facilitates the given reaction. From a dataset of Catalyst prediction with 721,799 reactions and 888 catalyst types from USPTO. (1) Reactant: [Cl:1][C:2]1[CH:12]=[C:11]([C:13]2[CH:14]=[CH:15][C:16]3[N:17]([C:19]([C:22]4[CH:27]=[CH:26][C:25]([C:28]#[N:29])=[CH:24][CH:23]=4)=[CH:20][N:21]=3)[CH:18]=2)[CH:10]=[CH:9][C:3]=1[C:4]([O:6]CC)=[O:5].[Li+].[OH-]. Product: [Cl:1][C:2]1[CH:12]=[C:11]([C:13]2[CH:14]=[CH:15][C:16]3[N:17]([C:19]([C:22]4[CH:27]=[CH:26][C:25]([C:28]#[N:29])=[CH:24][CH:23]=4)=[CH:20][N:21]=3)[CH:18]=2)[CH:10]=[CH:9][C:3]=1[C:4]([OH:6])=[O:5]. The catalyst class is: 87. (2) Reactant: [OH:1][CH2:2][C:3]1[CH:4]=[N:5][CH:6]=[C:7]2[C:12]=1[N:11]=[CH:10][CH:9]=[CH:8]2.C1C=CC(P([N:27]=[N+:28]=[N-:29])(C2C=CC=CC=2)=O)=CC=1.[CH2:30]1[CH2:40][CH2:39][N:38]2[C:33](=[N:34][CH2:35][CH2:36][CH2:37]2)[CH2:32][CH2:31]1. Product: [OH:1][CH2:2][C:3]1[CH:4]=[N:5][CH:6]=[C:7]2[C:12]=1[N:11]=[CH:10][CH:9]=[CH:8]2.[N:27]([CH2:30][C:40]1[CH:39]=[N:38][CH:37]=[C:36]2[C:35]=1[N:34]=[CH:33][CH:32]=[CH:31]2)=[N+:28]=[N-:29]. The catalyst class is: 49. (3) Reactant: [C:1]([N:4]1[C:13]2[C:8](=[CH:9][C:10]([C:14]3[CH:23]=[CH:22][C:17]([C:18]([O:20]C)=[O:19])=[CH:16][CH:15]=3)=[CH:11][CH:12]=2)[C@H:7]([NH:24][C:25]([O:27][CH:28]([CH3:30])[CH3:29])=[O:26])[CH2:6][C@@H:5]1[CH3:31])(=[O:3])[CH3:2].[OH-].[Li+:33]. Product: [C:1]([N:4]1[C:13]2[C:8](=[CH:9][C:10]([C:14]3[CH:23]=[CH:22][C:17]([C:18]([O-:20])=[O:19])=[CH:16][CH:15]=3)=[CH:11][CH:12]=2)[C@H:7]([NH:24][C:25]([O:27][CH:28]([CH3:30])[CH3:29])=[O:26])[CH2:6][C@@H:5]1[CH3:31])(=[O:3])[CH3:2].[Li+:33]. The catalyst class is: 5. (4) Reactant: [OH:1][C:2]1([C:10]#[N:11])[CH2:7][CH2:6][N:5]([O:8][CH3:9])[CH2:4][CH2:3]1.CN(C)C1C=CN=CC=1.CN(C1C=CN=CC=1)C.[CH3:30][C:31]1[CH:36]=[C:35]([CH3:37])[CH:34]=[C:33]([CH3:38])[C:32]=1[CH2:39][C:40](Cl)=[O:41].O. Product: [C:10]([C:2]1([O:1][C:40](=[O:41])[CH2:39][C:32]2[C:31]([CH3:30])=[CH:36][C:35]([CH3:37])=[CH:34][C:33]=2[CH3:38])[CH2:3][CH2:4][N:5]([O:8][CH3:9])[CH2:6][CH2:7]1)#[N:11]. The catalyst class is: 4. (5) Reactant: [N+](=[CH2:3])=[N-].C[SiH](C)C.[C:8]([O:12][C:13]([N:15]1[CH2:19][C:18](=[O:20])[CH2:17][C@H:16]1[C:21]([OH:23])=[O:22])=[O:14])([CH3:11])([CH3:10])[CH3:9]. Product: [O:20]=[C:18]1[CH2:19][N:15]([C:13]([O:12][C:8]([CH3:11])([CH3:9])[CH3:10])=[O:14])[C@H:16]([C:21]([O:23][CH3:3])=[O:22])[CH2:17]1. The catalyst class is: 61. (6) Reactant: Cl[C:2]1[N:7]=[N:6][C:5]([NH2:8])=[CH:4][CH:3]=1.[CH3:9][N:10]1[CH2:15][C@@H:14]2[CH2:16][C@H:11]1[CH2:12][NH:13]2. Product: [CH3:9][N:10]1[CH2:15][C@@H:14]2[CH2:16][C@H:11]1[CH2:12][N:13]2[C:2]1[N:7]=[N:6][C:5]([NH2:8])=[CH:4][CH:3]=1. The catalyst class is: 2. (7) Reactant: [Cl:1][C:2]1[CH:3]=[C:4]([CH2:9][C:10]([NH:12][C:13]2[S:14][CH:15]=[CH:16][N:17]=2)=[O:11])[CH:5]=[CH:6][C:7]=1[Cl:8].C[Si]([N-][Si](C)(C)C)(C)C.[Li+].[CH:28]1([C:33](Cl)=[O:34])[CH2:32][CH2:31][CH2:30][CH2:29]1. Product: [CH:28]1([C:33](=[O:34])[CH:9]([C:4]2[CH:5]=[CH:6][C:7]([Cl:8])=[C:2]([Cl:1])[CH:3]=2)[C:10]([NH:12][C:13]2[S:14][CH:15]=[CH:16][N:17]=2)=[O:11])[CH2:32][CH2:31][CH2:30][CH2:29]1. The catalyst class is: 7. (8) Reactant: [CH3:1][O:2][C:3]1[CH:10]=[CH:9][C:6]([C:7]#[N:8])=[CH:5][CH:4]=1.CCN(C(C)C)C(C)C.Cl.[NH2:21][OH:22]. Product: [OH:22][NH:21][C:7](=[NH:8])[C:6]1[CH:9]=[CH:10][C:3]([O:2][CH3:1])=[CH:4][CH:5]=1. The catalyst class is: 14.